Dataset: Full USPTO retrosynthesis dataset with 1.9M reactions from patents (1976-2016). Task: Predict the reactants needed to synthesize the given product. (1) The reactants are: Br[C:2]1[N:7]2[N:8]=[N:9][N:10]=[C:6]2[C:5]([N:11]2[CH2:16][CH2:15][N:14]([CH3:17])[CH2:13][CH2:12]2)=[N:4][C:3]=1[CH3:18].[S:19]1[CH:23]=[CH:22][CH:21]=[C:20]1B(O)O.C([O-])([O-])=O.[Cs+].[Cs+].O1CCOCC1. Given the product [CH3:18][C:3]1[N:4]=[C:5]([N:11]2[CH2:16][CH2:15][N:14]([CH3:17])[CH2:13][CH2:12]2)[C:6]2[N:7]([N:8]=[N:9][N:10]=2)[C:2]=1[C:20]1[S:19][CH:23]=[CH:22][CH:21]=1, predict the reactants needed to synthesize it. (2) Given the product [C:1]([C:3]1[CH:4]=[CH:5][C:6]([CH:9]2[CH2:14][C:13](=[O:15])[N:12]([C:16]3[CH:21]=[CH:20][CH:19]=[C:18]([C:22]([F:24])([F:25])[F:23])[CH:17]=3)[C:11]([CH3:26])=[C:10]2[C:27]([O:29][CH2:43][CH2:44][NH:45][C:46](=[O:48])[CH3:47])=[O:28])=[CH:7][CH:8]=1)#[N:2], predict the reactants needed to synthesize it. The reactants are: [C:1]([C:3]1[CH:8]=[CH:7][C:6]([CH:9]2[CH2:14][C:13](=[O:15])[N:12]([C:16]3[CH:21]=[CH:20][CH:19]=[C:18]([C:22]([F:25])([F:24])[F:23])[CH:17]=3)[C:11]([CH3:26])=[C:10]2[C:27]([OH:29])=[O:28])=[CH:5][CH:4]=1)#[N:2].C1N=CN(C(N2C=NC=C2)=O)C=1.O[CH2:43][CH2:44][NH:45][C:46](=[O:48])[CH3:47].C(N(CC)CC)C. (3) Given the product [Br:1][C:2]1[CH:3]=[C:4]([F:12])[C:5]([CH2:6][OH:7])=[C:9]([F:11])[CH:10]=1, predict the reactants needed to synthesize it. The reactants are: [Br:1][C:2]1[CH:10]=[C:9]([F:11])[C:5]([C:6](O)=[O:7])=[C:4]([F:12])[CH:3]=1.CSC. (4) Given the product [NH4+:9].[OH-:36].[F:1][C:2]1[CH:3]=[CH:4][C:5]([C:8]2[C:17]3[C:12](=[CH:13][CH:14]=[CH:15][CH:16]=3)[C:11]([NH:18][C:19]3[CH:20]=[CH:21][C:22]([S:25]([C:26]4[C:35]5[C:30](=[CH:31][C:32]([O:36][CH3:37])=[CH:33][N:34]=5)[N:29]=[CH:28][CH:27]=4)=[O:46])=[CH:23][CH:24]=3)=[N:10][N:9]=2)=[CH:6][CH:7]=1, predict the reactants needed to synthesize it. The reactants are: [F:1][C:2]1[CH:7]=[CH:6][C:5]([C:8]2[C:17]3[C:12](=[CH:13][CH:14]=[CH:15][CH:16]=3)[C:11]([NH:18][C:19]3[CH:24]=[CH:23][C:22]([S:25][C:26]4[C:35]5[C:30](=[CH:31][C:32]([O:36][CH3:37])=[CH:33][N:34]=5)[N:29]=[CH:28][CH:27]=4)=[CH:21][CH:20]=3)=[N:10][N:9]=2)=[CH:4][CH:3]=1.C1C=C(Cl)C=C(C(OO)=[O:46])C=1. (5) The reactants are: CC(OI1(OC(C)=O)(OC(C)=O)OC(=O)C2C=CC=CC1=2)=O.[Br:23][C:24]1[CH:29]=[CH:28][C:27]([NH:30][C:31]2[C:39]([CH:40]([OH:46])[CH2:41][O:42][CH2:43][O:44][CH3:45])=[C:38]3[N:34]([CH2:35][CH2:36][CH2:37]3)[C:33](=[O:47])[C:32]=2[F:48])=[C:26]([F:49])[CH:25]=1.C([O-])(O)=O.[Na+].S([O-])([O-])(=O)=S.[Na+].[Na+]. Given the product [Br:23][C:24]1[CH:29]=[CH:28][C:27]([NH:30][C:31]2[C:39]([C:40](=[O:46])[CH2:41][O:42][CH2:43][O:44][CH3:45])=[C:38]3[N:34]([CH2:35][CH2:36][CH2:37]3)[C:33](=[O:47])[C:32]=2[F:48])=[C:26]([F:49])[CH:25]=1, predict the reactants needed to synthesize it.